Predict which catalyst facilitates the given reaction. From a dataset of Catalyst prediction with 721,799 reactions and 888 catalyst types from USPTO. (1) Reactant: [CH3:1][O:2][C:3]1[CH:11]=[CH:10][C:6]([CH2:7][Se-:8]=[Se])=[CH:5][CH:4]=1.[CH:12]1[C:24]2[CH:23]([CH2:25][O:26][C:27]([NH:29][C:30]([CH3:47])([CH2:35]OS(C3C=CC(C)=CC=3)(=O)=O)[C:31]([O:33][CH3:34])=[O:32])=[O:28])[C:22]3[C:17](=[CH:18][CH:19]=[CH:20][CH:21]=3)[C:16]=2[CH:15]=[CH:14][CH:13]=1. Product: [CH:21]1[C:22]2[CH:23]([CH2:25][O:26][C:27]([NH:29][C:30]([CH3:47])([CH2:35][Se:8][CH2:7][C:6]3[CH:10]=[CH:11][C:3]([O:2][CH3:1])=[CH:4][CH:5]=3)[C:31]([O:33][CH3:34])=[O:32])=[O:28])[C:24]3[C:16](=[CH:15][CH:14]=[CH:13][CH:12]=3)[C:17]=2[CH:18]=[CH:19][CH:20]=1. The catalyst class is: 14. (2) Reactant: [C:1]([C:3]([C:16]1[CH:21]=[CH:20][C:19]([N+:22]([O-:24])=[O:23])=[CH:18][CH:17]=1)([CH2:10][CH2:11][C:12]([O:14][CH3:15])=[O:13])[CH2:4][CH2:5][C:6]([O:8]C)=O)#[N:2].[H-].[Na+]. Product: [C:1]([C:3]1([C:16]2[CH:17]=[CH:18][C:19]([N+:22]([O-:24])=[O:23])=[CH:20][CH:21]=2)[CH2:10][CH:11]([C:12]([O:14][CH3:15])=[O:13])[C:6](=[O:8])[CH2:5][CH2:4]1)#[N:2]. The catalyst class is: 57. (3) Reactant: Br([O-])(=O)=O.[Na+].[CH2:6]([OH:13])[C:7]1[CH:12]=[CH:11][CH:10]=[CH:9][CH:8]=1.CC[O:16]CC. Product: [C:6]([OH:16])(=[O:13])[C:7]1[CH:12]=[CH:11][CH:10]=[CH:9][CH:8]=1. The catalyst class is: 47. (4) Reactant: CN(C=O)C.[CH2:6]([O:8][C:9]([C:11]1[C:12]([C:16]([F:19])([F:18])[F:17])=[N:13][NH:14][CH:15]=1)=[O:10])[CH3:7].[H-].[Na+].[CH2:22](I)[CH:23]([CH3:25])[CH3:24]. Product: [CH2:6]([O:8][C:9]([C:11]1[C:12]([C:16]([F:18])([F:19])[F:17])=[N:13][N:14]([CH2:22][CH:23]([CH3:25])[CH3:24])[CH:15]=1)=[O:10])[CH3:7]. The catalyst class is: 6. (5) Reactant: [H-].[Na+].[CH:3]1[C:15]2[NH:14][C:13]3[C:8](=[CH:9][CH:10]=[CH:11][CH:12]=3)[C:7]=2[CH:6]=[CH:5][CH:4]=1.F[C:17]1[CH:22]=[CH:21][C:20]([N+:23]([O-:25])=[O:24])=[CH:19][CH:18]=1. Product: [N+:23]([C:20]1[CH:21]=[CH:22][C:17]([N:14]2[C:13]3[CH:12]=[CH:11][CH:10]=[CH:9][C:8]=3[C:7]3[C:15]2=[CH:3][CH:4]=[CH:5][CH:6]=3)=[CH:18][CH:19]=1)([O-:25])=[O:24]. The catalyst class is: 9. (6) Reactant: Br.Br[C:3]1[CH:8]=[CH:7][C:6]([C:9]23[CH2:16][N:13]([CH2:14][CH2:15]2)[CH2:12][CH2:11][CH2:10]3)=[CH:5][N:4]=1.[C-:17]#[N:18].[K+].C(=O)([O-])[O-].[Na+].[Na+]. Product: [N:13]12[CH2:16][C:9]([C:6]3[C:5]([C:17]#[N:18])=[N:4][CH:3]=[CH:8][CH:7]=3)([CH2:15][CH2:14]1)[CH2:10][CH2:11][CH2:12]2. The catalyst class is: 427.